From a dataset of Forward reaction prediction with 1.9M reactions from USPTO patents (1976-2016). Predict the product of the given reaction. Given the reactants [C:1]([O:4][CH2:5][CH:6]([C:13]1[CH:18]=[CH:17][C:16]([O:19]COCCOC)=[CH:15][CH:14]=1)[CH2:7][CH2:8][O:9][C:10](=[O:12])[CH3:11])(=[O:3])[CH3:2].FC(F)(F)C(O)=O, predict the reaction product. The product is: [C:1]([O:4][CH2:5][CH:6]([C:13]1[CH:18]=[CH:17][C:16]([OH:19])=[CH:15][CH:14]=1)[CH2:7][CH2:8][O:9][C:10](=[O:12])[CH3:11])(=[O:3])[CH3:2].